Dataset: Forward reaction prediction with 1.9M reactions from USPTO patents (1976-2016). Task: Predict the product of the given reaction. (1) Given the reactants Br[C:2]1[CH:3]=[C:4]([O:24][C:25]2[C:26]([CH3:31])=[N:27][CH:28]=[CH:29][CH:30]=2)[C:5]([NH:8][C:9]2[S:13][N:12]=[C:11]([C@H:14]3[CH2:18][O:17][C:16]4([CH2:23][CH2:22][CH2:21][CH2:20][CH2:19]4)[O:15]3)[N:10]=2)=[N:6][CH:7]=1.[SH:32][CH2:33][CH2:34][C:35]([O:37][CH3:38])=[O:36].C(N(CC)C(C)C)(C)C, predict the reaction product. The product is: [O:15]1[C:16]2([CH2:23][CH2:22][CH2:21][CH2:20][CH2:19]2)[O:17][CH2:18][C@@H:14]1[C:11]1[N:10]=[C:9]([NH:8][C:5]2[N:6]=[CH:7][C:2]([S:32][CH2:33][CH2:34][C:35]([O:37][CH3:38])=[O:36])=[CH:3][C:4]=2[O:24][C:25]2[C:26]([CH3:31])=[N:27][CH:28]=[CH:29][CH:30]=2)[S:13][N:12]=1. (2) Given the reactants [Cl:1][C:2]1[C:3]([O:11][CH2:12][C:13]([F:16])([F:15])[F:14])=[N:4][CH:5]=[C:6]([CH:10]=1)[C:7](O)=[O:8].[BH4-].[Na+].Cl.C(=O)(O)[O-].[Na+], predict the reaction product. The product is: [Cl:1][C:2]1[CH:10]=[C:6]([CH2:7][OH:8])[CH:5]=[N:4][C:3]=1[O:11][CH2:12][C:13]([F:14])([F:15])[F:16]. (3) Given the reactants C(OC(=O)[NH:7][CH2:8][C:9]1[C:10]([Br:39])=[N:11][C:12]([N:15]2[CH2:19][CH2:18][C:17]([C:24]3[CH:29]=[C:28]([C:30]([F:33])([F:32])[F:31])[CH:27]=[C:26]([C:34]([F:37])([F:36])[F:35])[CH:25]=3)([C:20]([F:23])([F:22])[F:21])[CH:16]2[OH:38])=[CH:13][CH:14]=1)(C)(C)C.Cl.C(=O)([O-])[O-].[Na+].[Na+], predict the reaction product. The product is: [NH2:7][CH2:8][C:9]1[CH:14]=[CH:13][C:12]([N:15]2[CH2:19][CH2:18][C:17]([C:24]3[CH:25]=[C:26]([C:34]([F:35])([F:36])[F:37])[CH:27]=[C:28]([C:30]([F:33])([F:32])[F:31])[CH:29]=3)([C:20]([F:22])([F:23])[F:21])[CH:16]2[OH:38])=[N:11][C:10]=1[Br:39]. (4) Given the reactants [NH2:1][C:2]1[C:3]2[N:4]([C:8]([C@H:12]3[CH2:17][CH2:16][C@H:15]([CH2:18][NH:19][C:20](=[O:29])[O:21][CH2:22][C:23]4[CH:28]=[CH:27][CH:26]=[CH:25][CH:24]=4)[CH2:14][CH2:13]3)=[N:9][C:10]=2I)[CH:5]=[CH:6][N:7]=1.C(OC([N:37]1[C:45]2[C:40](=[CH:41][CH:42]=[CH:43][CH:44]=2)[CH:39]=[C:38]1B(O)O)=O)(C)(C)C.O.C(=O)([O-])[O-].[Cs+].[Cs+], predict the reaction product. The product is: [NH3:1].[NH2:1][C:2]1[C:3]2[N:4]([C:8]([C@H:12]3[CH2:17][CH2:16][C@H:15]([CH2:18][NH:19][C:20](=[O:29])[O:21][CH2:22][C:23]4[CH:28]=[CH:27][CH:26]=[CH:25][CH:24]=4)[CH2:14][CH2:13]3)=[N:9][C:10]=2[C:38]2[NH:37][C:45]3[C:40]([CH:39]=2)=[CH:41][CH:42]=[CH:43][CH:44]=3)[CH:5]=[CH:6][N:7]=1. (5) Given the reactants Cl[C:2]1[CH:7]=[C:6]([Cl:8])[N:5]=[C:4]([O:9][CH3:10])[N:3]=1.[Cl:11][C:12]1[CH:17]=[CH:16][C:15]([CH2:18][CH2:19][NH2:20])=[CH:14][CH:13]=1.C(=O)(O)[O-].[Na+].O, predict the reaction product. The product is: [Cl:8][C:6]1[N:5]=[C:4]([O:9][CH3:10])[N:3]=[C:2]([NH:20][CH2:19][CH2:18][C:15]2[CH:16]=[CH:17][C:12]([Cl:11])=[CH:13][CH:14]=2)[CH:7]=1. (6) Given the reactants [CH3:1][C:2]1[O:3][C:4]2[CH:10]=[C:9]([C:11]([CH:13]([C:18]([O:20][CH3:21])=[O:19])[C:14]([O:16][CH3:17])=[O:15])=O)[CH:8]=[CH:7][C:5]=2[N:6]=1.CCN(C(C)C)C(C)C.O=P(Cl)(Cl)[Cl:33], predict the reaction product. The product is: [Cl:33][C:11]([C:9]1[CH:8]=[CH:7][C:5]2[N:6]=[C:2]([CH3:1])[O:3][C:4]=2[CH:10]=1)=[C:13]([C:18]([O:20][CH3:21])=[O:19])[C:14]([O:16][CH3:17])=[O:15].